Task: Predict the product of the given reaction.. Dataset: Forward reaction prediction with 1.9M reactions from USPTO patents (1976-2016) (1) The product is: [CH3:1][O:2][C:3]1[CH:4]=[C:5]2[C:10](=[CH:11][C:12]=1[O:13][CH3:14])[N:9]=[CH:8][N:7]=[C:6]2[NH:15][C:16]1[S:17][C:18]2[CH:24]=[C:23]([NH2:25])[CH:22]=[CH:21][C:19]=2[N:20]=1. Given the reactants [CH3:1][O:2][C:3]1[CH:4]=[C:5]2[C:10](=[CH:11][C:12]=1[O:13][CH3:14])[N:9]=[CH:8][N:7]=[C:6]2[NH:15][C:16]1[S:17][C:18]2[CH:24]=[C:23]([N+:25]([O-])=O)[CH:22]=[CH:21][C:19]=2[N:20]=1.[H][H], predict the reaction product. (2) Given the reactants [CH3:1][CH:2]1[C:6](=[O:7])[CH2:5][CH2:4][C:3]1=[O:8].[Cl:9][C:10]1[CH:11]=[C:12]([NH2:20])[C:13](=[CH:18][CH:19]=1)[C:14]([O:16][CH3:17])=[O:15], predict the reaction product. The product is: [Cl:9][C:10]1[CH:19]=[CH:18][C:13]([C:14]([O:16][CH3:17])=[O:15])=[C:12]([NH:20][C:6]2[CH2:5][CH2:4][C:3](=[O:8])[C:2]=2[CH3:1])[CH:11]=1.[CH3:13][CH2:14][O:15][C:6]([CH3:2])=[O:7].